From a dataset of Reaction yield outcomes from USPTO patents with 853,638 reactions. Predict the reaction yield, written as a fraction of the theoretical maximum amount of product (1.0 means a 100% yield; for example, 0.34 means a 34% yield). (1) The reactants are [Br:1][C:2]1[C:3]([F:12])=[CH:4][C:5]([OH:11])=[C:6]([CH:10]=1)[C:7]([OH:9])=[O:8].[N+:13]([O-])([OH:15])=[O:14]. The catalyst is S(=O)(=O)(O)O. The product is [Br:1][C:2]1[C:3]([F:12])=[C:4]([N+:13]([O-:15])=[O:14])[C:5]([OH:11])=[C:6]([CH:10]=1)[C:7]([OH:9])=[O:8]. The yield is 0.830. (2) The reactants are [F:1][C:2]1[CH:7]=[CH:6][CH:5]=[CH:4][C:3]=1[CH2:8][C:9]([OH:11])=O.[CH2:12]([C@@H:19]1[NH:24][CH2:23][CH2:22][N:21]([C:25]2[CH:30]=[CH:29][C:28]([O:31][CH3:32])=[C:27]([O:33][CH:34]3[CH2:38][CH2:37][CH2:36][CH2:35]3)[CH:26]=2)[CH2:20]1)[C:13]1[CH:18]=[CH:17][CH:16]=[CH:15][CH:14]=1. No catalyst specified. The product is [CH2:12]([C@H:19]1[CH2:20][N:21]([C:25]2[CH:30]=[CH:29][C:28]([O:31][CH3:32])=[C:27]([O:33][CH:34]3[CH2:38][CH2:37][CH2:36][CH2:35]3)[CH:26]=2)[CH2:22][CH2:23][N:24]1[C:9](=[O:11])[CH2:8][C:3]1[CH:4]=[CH:5][CH:6]=[CH:7][C:2]=1[F:1])[C:13]1[CH:14]=[CH:15][CH:16]=[CH:17][CH:18]=1. The yield is 0.500. (3) The reactants are C([NH:4][C:5]1(C(OCC)=O)[CH2:14][C:13]2[C:8](=[CH:9][CH:10]=[CH:11][CH:12]=2)[NH:7][C:6]1=[O:15])(=O)C. The catalyst is Cl. The product is [NH2:4][CH:5]1[CH2:14][C:13]2[C:8](=[CH:9][CH:10]=[CH:11][CH:12]=2)[NH:7][C:6]1=[O:15]. The yield is 0.720.